From a dataset of Forward reaction prediction with 1.9M reactions from USPTO patents (1976-2016). Predict the product of the given reaction. (1) Given the reactants [Cl:1][C:2]1[CH:7]=[CH:6][C:5]([N:8]2[C:17](=[O:18])[C:16]3[C:11](=[C:12](I)[C:13]([NH:19][CH2:20][CH2:21][OH:22])=[CH:14][CH:15]=3)[N:10]=[C:9]2[CH:24]([CH3:26])[CH3:25])=[CH:4][CH:3]=1.C(=O)([O-])[O-].[Cs+].[Cs+], predict the reaction product. The product is: [Cl:1][C:2]1[CH:7]=[CH:6][C:5]([N:8]2[C:17](=[O:18])[C:16]3[C:11](=[C:12]4[C:13](=[CH:14][CH:15]=3)[NH:19][CH2:20][CH2:21][O:22]4)[N:10]=[C:9]2[CH:24]([CH3:26])[CH3:25])=[CH:4][CH:3]=1. (2) Given the reactants [NH2:1][C:2]1[CH:19]=[CH:18][C:17]([F:20])=[CH:16][C:3]=1[NH:4][C:5]1[S:9][C:8]2[CH:10]=[CH:11][CH:12]=[CH:13][C:7]=2[C:6]=1[C:14]#[N:15].Cl, predict the reaction product. The product is: [NH2:15][C:14]1[C:6]2[C:7]3[CH:13]=[CH:12][CH:11]=[CH:10][C:8]=3[S:9][C:5]=2[NH:4][C:3]2[CH:16]=[C:17]([F:20])[CH:18]=[CH:19][C:2]=2[N:1]=1.